From a dataset of TCR-epitope binding with 47,182 pairs between 192 epitopes and 23,139 TCRs. Binary Classification. Given a T-cell receptor sequence (or CDR3 region) and an epitope sequence, predict whether binding occurs between them. The TCR CDR3 sequence is CASREWGGTDTQYF. Result: 1 (the TCR binds to the epitope). The epitope is RPRGEVRFL.